From a dataset of Forward reaction prediction with 1.9M reactions from USPTO patents (1976-2016). Predict the product of the given reaction. (1) Given the reactants Cl.[NH2:2][CH2:3][C:4]1[C:5]([F:13])=[C:6](B(O)O)[CH:7]=[CH:8][CH:9]=1.Br[C:15]1[CH:20]=[CH:19][C:18]([C:21]([F:24])([F:23])[F:22])=[CH:17][CH:16]=1.P([O-])([O-])([O-])=O.[K+].[K+].[K+].C(COC)OC.O, predict the reaction product. The product is: [F:13][C:5]1[C:4]([CH2:3][NH2:2])=[CH:9][CH:8]=[CH:7][C:6]=1[C:15]1[CH:20]=[CH:19][C:18]([C:21]([F:24])([F:23])[F:22])=[CH:17][CH:16]=1. (2) Given the reactants [N:1]1[CH:6]=[CH:5][C:4]([NH:7][C:8]2[C:16]3[C:11](=[CH:12][CH:13]=[CH:14][CH:15]=3)[NH:10][C:9]=2[C:17]([OH:19])=[O:18])=[CH:3][CH:2]=1.C([O-])([O-])=O.[Cs+].[Cs+].[C:26]([O:29][CH2:30]Br)(=[O:28])[CH3:27], predict the reaction product. The product is: [C:26]([O:29][CH2:30][O:18][C:17]([C:9]1[NH:10][C:11]2[C:16]([C:8]=1[NH:7][C:4]1[CH:5]=[CH:6][N:1]=[CH:2][CH:3]=1)=[CH:15][CH:14]=[CH:13][CH:12]=2)=[O:19])(=[O:28])[CH3:27]. (3) Given the reactants Cl[C:2]1[C:3](=[O:10])[O:4][C:5]([CH3:9])=[C:6]([Cl:8])[N:7]=1.[F:11][C:12]1[CH:18]=[C:17]([I:19])[CH:16]=[CH:15][C:13]=1[NH2:14].O, predict the reaction product. The product is: [Cl:8][C:6]1[N:7]=[C:2]([NH:14][C:13]2[CH:15]=[CH:16][C:17]([I:19])=[CH:18][C:12]=2[F:11])[C:3](=[O:10])[O:4][C:5]=1[CH3:9]. (4) Given the reactants [Cl:1][C:2]1[CH:3]=[C:4]([CH:22]=[CH:23][C:24]=1[Cl:25])[CH2:5][C:6]1[C:11](=[O:12])[NH:10][C:9]([CH2:13][C:14]([NH:16][NH2:17])=[O:15])=[N:8][C:7]=1[C:18]([F:21])([F:20])[F:19].[CH3:26][O:27][C:28]1[CH:37]=[C:36]([O:38][CH3:39])[CH:35]=[CH:34][C:29]=1[CH2:30][N:31]=[C:32]=[O:33], predict the reaction product. The product is: [Cl:1][C:2]1[CH:3]=[C:4]([CH:22]=[CH:23][C:24]=1[Cl:25])[CH2:5][C:6]1[C:11](=[O:12])[NH:10][C:9]([CH2:13][C:14]([NH:16][NH:17][C:32]([NH:31][CH2:30][C:29]2[CH:34]=[CH:35][C:36]([O:38][CH3:39])=[CH:37][C:28]=2[O:27][CH3:26])=[O:33])=[O:15])=[N:8][C:7]=1[C:18]([F:20])([F:21])[F:19]. (5) The product is: [CH2:1]([O:8][CH2:9][CH2:10][NH:11][C:12]1[N:19]=[C:18]([O:20][C:21]2[CH:26]=[CH:25][C:24]3[B:27]([OH:31])[O:37][CH2:36][C:23]=3[CH:22]=2)[CH:17]=[CH:16][C:13]=1[C:14]#[N:15])[C:2]1[CH:7]=[CH:6][CH:5]=[CH:4][CH:3]=1. Given the reactants [CH2:1]([O:8][CH2:9][CH2:10][NH:11][C:12]1[N:19]=[C:18]([O:20][C:21]2[CH:26]=[CH:25][C:24]([B:27]3[O:31]C(C)(C)C(C)(C)O3)=[C:23]([CH:36]=[O:37])[CH:22]=2)[CH:17]=[CH:16][C:13]=1[C:14]#[N:15])[C:2]1[CH:7]=[CH:6][CH:5]=[CH:4][CH:3]=1.[BH4-].[Na+].Cl, predict the reaction product. (6) Given the reactants [NH2:1][C:2]1[N:6]2[N:7]=[C:8]([NH:11][C@H:12]3[CH2:17][CH2:16][C@H:15]([OH:18])[CH2:14][CH2:13]3)[CH:9]=[CH:10][C:5]2=[N:4][CH:3]=1.C/C(/O[Si](C)(C)C)=N\[Si](C)(C)C.Cl.[C:32](Cl)(=[O:39])[C:33]1[CH:38]=[CH:37][N:36]=[CH:35][CH:34]=1.O, predict the reaction product. The product is: [OH:18][C@H:15]1[CH2:16][CH2:17][C@H:12]([NH:11][C:8]2[CH:9]=[CH:10][C:5]3[N:6]([C:2]([NH:1][C:32](=[O:39])[C:33]4[CH:38]=[CH:37][N:36]=[CH:35][CH:34]=4)=[CH:3][N:4]=3)[N:7]=2)[CH2:13][CH2:14]1. (7) The product is: [Cl:11][C:12]1[CH:17]=[CH:16][CH:15]=[CH:14][C:13]=1[CH2:18][N:19]1[C:20]([OH:40])=[C:21]([C:36]([NH:10][CH2:9][C:3]2[CH:4]=[CH:5][C:6]([Cl:8])=[CH:7][C:2]=2[Cl:1])=[O:37])[C:22]([OH:35])=[C:23]([C:26]([NH:28][CH2:29][C:30]([OH:32])=[O:31])=[O:27])[C:24]1=[O:25]. Given the reactants [Cl:1][C:2]1[CH:7]=[C:6]([Cl:8])[CH:5]=[CH:4][C:3]=1[CH2:9][NH2:10].[Cl:11][C:12]1[CH:17]=[CH:16][CH:15]=[CH:14][C:13]=1[CH2:18][N:19]1[C:24](=[O:25])[C:23]([C:26]([NH:28][CH2:29][C:30]([O:32]CC)=[O:31])=[O:27])=[C:22]([OH:35])[C:21]([C:36](OC)=[O:37])=[C:20]1[OH:40], predict the reaction product. (8) Given the reactants [Cl:1][C:2]1[CH:7]=[CH:6][C:5]([C:8]2[N:12]([CH:13]([CH:17]3[CH2:22][CH2:21][C:20]([F:24])([F:23])[CH2:19][CH2:18]3)[C:14](O)=[O:15])[C:11]3[CH:25]=[C:26]([F:30])[C:27]([F:29])=[CH:28][C:10]=3[N:9]=2)=[CH:4][CH:3]=1.[H-].[Al+3].[Li+].[H-].[H-].[H-], predict the reaction product. The product is: [Cl:1][C:2]1[CH:7]=[CH:6][C:5]([C:8]2[N:12]([CH:13]([CH:17]3[CH2:22][CH2:21][C:20]([F:24])([F:23])[CH2:19][CH2:18]3)[CH2:14][OH:15])[C:11]3[CH:25]=[C:26]([F:30])[C:27]([F:29])=[CH:28][C:10]=3[N:9]=2)=[CH:4][CH:3]=1.